From a dataset of Forward reaction prediction with 1.9M reactions from USPTO patents (1976-2016). Predict the product of the given reaction. The product is: [CH:33]1([N:32]2[C:25]3[N:26]([C:27](=[O:29])[N:28]=[C:23]([O:1][CH2:2][C:3]4[CH:4]=[CH:5][C:6]([O:11][C:12]5[CH:17]=[CH:16][CH:15]=[C:14]([C:18]([F:19])([F:20])[F:21])[CH:13]=5)=[C:7]([CH:10]=4)[C:8]#[N:9])[CH:24]=3)[CH2:30][CH2:31]2)[CH2:35][CH2:34]1. Given the reactants [OH:1][CH2:2][C:3]1[CH:4]=[CH:5][C:6]([O:11][C:12]2[CH:17]=[CH:16][CH:15]=[C:14]([C:18]([F:21])([F:20])[F:19])[CH:13]=2)=[C:7]([CH:10]=1)[C:8]#[N:9].Cl[C:23]1[CH:24]=[C:25]2[N:32]([CH:33]3[CH2:35][CH2:34]3)[CH2:31][CH2:30][N:26]2[C:27](=[O:29])[N:28]=1, predict the reaction product.